From a dataset of Catalyst prediction with 721,799 reactions and 888 catalyst types from USPTO. Predict which catalyst facilitates the given reaction. (1) Reactant: C[O:2][C:3](=[O:43])[C:4]1[CH:9]=[C:8]([C:10]2[CH:11]=[C:12]3[C:39](=[CH:40][CH:41]=2)[O:38][C:15]2([CH2:20][CH2:19][N:18]([C:21]([C:23]4[CH:32]=[C:31]5[C:26]([CH:27]=[CH:28][N:29]=[C:30]5[CH:33]5[CH2:35][CH2:34]5)=[C:25]([O:36][CH3:37])[CH:24]=4)=[O:22])[CH2:17][CH2:16]2)[CH2:14][C:13]3=[O:42])[CH:7]=[N:6][CH:5]=1.[OH-].[Na+:45].Cl. Product: [Na+:45].[CH:33]1([C:30]2[C:31]3[C:26](=[C:25]([O:36][CH3:37])[CH:24]=[C:23]([C:21]([N:18]4[CH2:17][CH2:16][C:15]5([CH2:14][C:13](=[O:42])[C:12]6[C:39](=[CH:40][CH:41]=[C:10]([C:8]7[CH:7]=[N:6][CH:5]=[C:4]([CH:9]=7)[C:3]([O-:43])=[O:2])[CH:11]=6)[O:38]5)[CH2:20][CH2:19]4)=[O:22])[CH:32]=3)[CH:27]=[CH:28][N:29]=2)[CH2:35][CH2:34]1. The catalyst class is: 92. (2) Reactant: [Al+3].[Cl-].[Cl-].[Cl-].[F:5][C:6]1[CH:21]=[C:20]([N+:22]([O-:24])=[O:23])[CH:19]=[CH:18][C:7]=1[O:8][C:9]1[C:10]2[N:11]([CH:15]=[CH:16][CH:17]=2)[N:12]=[CH:13][CH:14]=1.[C:25](Cl)(=[O:27])[CH3:26].C(=O)(O)[O-].[Na+]. Product: [F:5][C:6]1[CH:21]=[C:20]([N+:22]([O-:24])=[O:23])[CH:19]=[CH:18][C:7]=1[O:8][C:9]1[C:10]2[N:11]([CH:15]=[CH:16][C:17]=2[C:25](=[O:27])[CH3:26])[N:12]=[CH:13][CH:14]=1. The catalyst class is: 68.